Predict the product of the given reaction. From a dataset of Forward reaction prediction with 1.9M reactions from USPTO patents (1976-2016). (1) Given the reactants [CH2:1]([O:3][C:4](=[O:18])[CH:5]([O:15][CH2:16][CH3:17])[CH2:6][C:7]1[CH:12]=[CH:11][C:10]([OH:13])=[C:9]([F:14])[CH:8]=1)[CH3:2].[CH3:19][O:20][C:21]1[CH:26]=[CH:25][C:24]([C:27]2[S:28][C:29]([CH3:35])=[C:30]([CH2:32][CH2:33]O)[N:31]=2)=[CH:23][CH:22]=1.COC(=O)CC(=O)C(Br)C.COC1C=CC(C(N)=S)=CC=1.C1(P(C2C=CC=CC=2)C2C=CC=CC=2)C=CC=CC=1.N(C(OCC)=O)=NC(OCC)=O, predict the reaction product. The product is: [CH2:1]([O:3][C:4](=[O:18])[CH:5]([O:15][CH2:16][CH3:17])[CH2:6][C:7]1[CH:12]=[CH:11][C:10]([O:13][CH2:33][CH2:32][C:30]2[N:31]=[C:27]([C:24]3[CH:25]=[CH:26][C:21]([O:20][CH3:19])=[CH:22][CH:23]=3)[S:28][C:29]=2[CH3:35])=[C:9]([F:14])[CH:8]=1)[CH3:2]. (2) The product is: [CH3:15][S:16]([O:7][CH2:1][CH2:2][CH2:3][CH2:4][C:5]#[CH:6])(=[O:18])=[O:17]. Given the reactants [CH2:1]([OH:7])[CH2:2][CH2:3][CH2:4][C:5]#[CH:6].C(N(CC)CC)C.[CH3:15][S:16](Cl)(=[O:18])=[O:17], predict the reaction product. (3) Given the reactants [NH2:1][C:2]1[CH:3]=[C:4]([CH:21]=[CH:22][CH:23]=1)[CH2:5][N:6]1[C:10]2[N:11]=[C:12]([NH2:20])[N:13]=[C:14]([C:15]3[O:16][CH:17]=[CH:18][CH:19]=3)[C:9]=2[N:8]=[N:7]1.[F:24][C:25]1[CH:32]=[CH:31][C:28]([CH:29]=O)=[CH:27][CH:26]=1.C(O[BH-](OC(=O)C)OC(=O)C)(=O)C.[Na+].C(O)(=O)C, predict the reaction product. The product is: [F:24][C:25]1[CH:32]=[CH:31][C:28]([CH2:29][NH:1][C:2]2[CH:3]=[C:4]([CH:21]=[CH:22][CH:23]=2)[CH2:5][N:6]2[C:10]3[N:11]=[C:12]([NH2:20])[N:13]=[C:14]([C:15]4[O:16][CH:17]=[CH:18][CH:19]=4)[C:9]=3[N:8]=[N:7]2)=[CH:27][CH:26]=1. (4) The product is: [CH:2]([O:5][C:6](=[O:29])[NH:7][C@@H:8]1[CH2:28][C:11]2[N:12]([CH2:21][C@@H:22]3[C@H:26]([OH:27])[CH2:25][CH2:24][N:23]3[CH3:32])[C:13]3[CH:14]=[CH:15][C:16]([C:19]#[N:20])=[CH:17][C:18]=3[C:10]=2[CH2:9]1)([CH3:4])[CH3:3]. Given the reactants Cl.[CH:2]([O:5][C:6](=[O:29])[NH:7][C@@H:8]1[CH2:28][C:11]2[N:12]([CH2:21][C@@H:22]3[C@H:26]([OH:27])[CH2:25][CH2:24][NH:23]3)[C:13]3[CH:14]=[CH:15][C:16]([C:19]#[N:20])=[CH:17][C:18]=3[C:10]=2[CH2:9]1)([CH3:4])[CH3:3].C=O.[C:32](O[BH-](OC(=O)C)OC(=O)C)(=O)C.[Na+].C(=O)(O)[O-].[Na+], predict the reaction product. (5) Given the reactants CC1C=C2C(=CC=1)NC(C1C=CC=CC=1)=C2CCC(O)=O.[Cl:22][C:23]1[CH:24]=[C:25]2[C:29](=[CH:30][CH:31]=1)[N:28]([CH3:32])[C:27]([C:33]1[CH:38]=[CH:37][C:36]([Cl:39])=[CH:35][CH:34]=1)=[C:26]2[CH2:40][CH2:41][C:42](O)=[O:43].[F:45][C:46]1([CH2:52][C:53]2[CH:58]=[CH:57][CH:56]=[CH:55][CH:54]=2)[CH2:51][CH2:50][NH:49][CH2:48][CH2:47]1, predict the reaction product. The product is: [Cl:22][C:23]1[CH:24]=[C:25]2[C:29](=[CH:30][CH:31]=1)[N:28]([CH3:32])[C:27]([C:33]1[CH:38]=[CH:37][C:36]([Cl:39])=[CH:35][CH:34]=1)=[C:26]2[CH2:40][CH2:41][C:42]([N:49]1[CH2:50][CH2:51][C:46]([F:45])([CH2:52][C:53]2[CH:58]=[CH:57][CH:56]=[CH:55][CH:54]=2)[CH2:47][CH2:48]1)=[O:43]. (6) The product is: [Cl:17][CH2:13][C:12]1[C:7]([C:6]2[N:2]([CH3:1])[N:3]=[CH:4][CH:5]=2)=[N:8][CH:9]=[CH:10][CH:11]=1. Given the reactants [CH3:1][N:2]1[C:6]([C:7]2[C:12]([CH2:13]O)=[CH:11][CH:10]=[CH:9][N:8]=2)=[CH:5][CH:4]=[N:3]1.O=S(Cl)[Cl:17], predict the reaction product. (7) The product is: [C:36]([O:35][C:33](=[O:34])[NH:32][CH:16]([C:17]1[CH:22]=[CH:21][C:20]([C:23](=[O:31])[NH:24][C:25]2[CH:26]=[CH:27][N:28]=[CH:29][CH:30]=2)=[CH:19][CH:18]=1)[CH:12]1[CH2:13][CH2:14][CH2:15][NH:11]1)([CH3:39])([CH3:37])[CH3:38]. Given the reactants C(OC([N:11]1[CH2:15][CH2:14][CH2:13][CH:12]1[CH:16]([NH:32][C:33]([O:35][C:36]([CH3:39])([CH3:38])[CH3:37])=[O:34])[C:17]1[CH:22]=[CH:21][C:20]([C:23](=[O:31])[NH:24][C:25]2[CH:30]=[CH:29][N:28]=[CH:27][CH:26]=2)=[CH:19][CH:18]=1)=O)C1C=CC=CC=1.[H][H], predict the reaction product. (8) Given the reactants [NH:1]1[C:9]2[C:4](=[C:5]([C:10]3[CH:18]=[C:17]4[C:13]([CH:14]=[N:15][N:16]4S(C4C=CC(C)=CC=4)(=O)=O)=[C:12]([C:29]4[O:30][C:31]([CH2:34][N:35]5[CH2:40][CH2:39][O:38][CH2:37][CH2:36]5)=[N:32][N:33]=4)[CH:11]=3)[CH:6]=[CH:7][CH:8]=2)[CH:3]=[CH:2]1.[OH-].[Na+].Cl, predict the reaction product. The product is: [NH:1]1[C:9]2[C:4](=[C:5]([C:10]3[CH:18]=[C:17]4[C:13]([CH:14]=[N:15][NH:16]4)=[C:12]([C:29]4[O:30][C:31]([CH2:34][N:35]5[CH2:40][CH2:39][O:38][CH2:37][CH2:36]5)=[N:32][N:33]=4)[CH:11]=3)[CH:6]=[CH:7][CH:8]=2)[CH:3]=[CH:2]1. (9) Given the reactants [F:1][C:2]([F:7])([F:6])[C:3]([OH:5])=[O:4].[CH3:8][CH:9]1[C:14](=[O:15])[NH:13][N:12]=[C:11]2[CH2:16][O:17][C:18]3[CH:23]=[C:22]([C:24]([F:27])([F:26])[F:25])[C:21]([NH:28][C:29]4([CH3:33])[CH2:32][NH:31][CH2:30]4)=[CH:20][C:19]=3[N:10]12.C=O.[BH3-][C:37]#N.[Na+], predict the reaction product. The product is: [F:1][C:2]([F:7])([F:6])[C:3]([OH:5])=[O:4].[CH3:37][N:31]1[CH2:30][C:29]([NH:28][C:21]2[C:22]([C:24]([F:25])([F:27])[F:26])=[CH:23][C:18]3[O:17][CH2:16][C:11]4=[N:12][NH:13][C:14](=[O:15])[C@H:9]([CH3:8])[N:10]4[C:19]=3[CH:20]=2)([CH3:33])[CH2:32]1.[F:1][C:2]([F:7])([F:6])[C:3]([OH:5])=[O:4].[CH3:2][N:31]1[CH2:30][C:29]([NH:28][C:21]2[C:22]([C:24]([F:25])([F:27])[F:26])=[CH:23][C:18]3[O:17][CH2:16][C:11]4=[N:12][NH:13][C:14](=[O:15])[C@@H:9]([CH3:8])[N:10]4[C:19]=3[CH:20]=2)([CH3:33])[CH2:32]1.